Predict the product of the given reaction. From a dataset of Forward reaction prediction with 1.9M reactions from USPTO patents (1976-2016). (1) Given the reactants [Cl:1][C:2]1[N:3]=[C:4]([N:12]2[CH2:17][CH2:16][O:15][CH2:14][CH2:13]2)[C:5]2[S:10][C:9]([NH2:11])=[CH:8][C:6]=2[N:7]=1.[CH:18]1([C:21](Cl)=[O:22])[CH2:20][CH2:19]1, predict the reaction product. The product is: [Cl:1][C:2]1[N:3]=[C:4]([N:12]2[CH2:17][CH2:16][O:15][CH2:14][CH2:13]2)[C:5]2[S:10][C:9]([NH:11][C:21]([CH:18]3[CH2:20][CH2:19]3)=[O:22])=[CH:8][C:6]=2[N:7]=1. (2) Given the reactants [Br-].[Cl:2][C:3]1[CH:28]=[CH:27][CH:26]=[C:25]([Cl:29])[C:4]=1[CH2:5][P+](C1C=CC=CC=1)(C1C=CC=CC=1)C1C=CC=CC=1.[O:30]=[C:31]1[C:39]2[C:34](=[CH:35][CH:36]=[CH:37][CH:38]=2)[C:33](=[O:40])[N:32]1[CH2:41][CH2:42][CH2:43][C:44]1[CH:45]=[C:46]([CH:49]=[CH:50][CH:51]=1)[CH:47]=O, predict the reaction product. The product is: [Cl:29][C:25]1[CH:26]=[CH:27][CH:28]=[C:3]([Cl:2])[C:4]=1/[CH:5]=[CH:47]/[C:46]1[CH:45]=[C:44]([CH2:43][CH2:42][CH2:41][N:32]2[C:33](=[O:40])[C:34]3[C:39](=[CH:38][CH:37]=[CH:36][CH:35]=3)[C:31]2=[O:30])[CH:51]=[CH:50][CH:49]=1. (3) Given the reactants [BH4-].[Na+].[C:3]([C:6]1[S:7][CH:8]=[C:9]([C:11]([NH:13][C@@H:14]([CH3:31])[CH2:15][N:16]2[CH:20]=[CH:19][C:18]([C:21]3[CH:26]=[CH:25][C:24]([C:27]#[N:28])=[C:23]([Cl:29])[C:22]=3[CH3:30])=[N:17]2)=[O:12])[N:10]=1)(=[O:5])[CH3:4], predict the reaction product. The product is: [Cl:29][C:23]1[C:22]([CH3:30])=[C:21]([C:18]2[CH:19]=[CH:20][N:16]([CH2:15][C@@H:14]([NH:13][C:11]([C:9]3[N:10]=[C:6]([CH:3]([OH:5])[CH3:4])[S:7][CH:8]=3)=[O:12])[CH3:31])[N:17]=2)[CH:26]=[CH:25][C:24]=1[C:27]#[N:28]. (4) Given the reactants Br[CH2:2][C:3]1[CH:8]=[CH:7][C:6]([I:9])=[CH:5][CH:4]=1.[NH:10]1[CH2:15][CH2:14][S:13](=[O:17])(=[O:16])[CH2:12][CH2:11]1.CCN(C(C)C)C(C)C, predict the reaction product. The product is: [I:9][C:6]1[CH:7]=[CH:8][C:3]([CH2:2][N:10]2[CH2:15][CH2:14][S:13](=[O:17])(=[O:16])[CH2:12][CH2:11]2)=[CH:4][CH:5]=1.